Task: Predict the reaction yield, written as a fraction of the theoretical maximum amount of product (1.0 means a 100% yield; for example, 0.34 means a 34% yield).. Dataset: Reaction yield outcomes from USPTO patents with 853,638 reactions (1) The reactants are [OH:1][C:2]1[CH:7]=[C:6]([O:8][CH3:9])[CH:5]=[CH:4][C:3]=1[C:10]([C:12]1[CH:17]=[CH:16][C:15]([O:18][CH2:19][C:20]2[N:21]=[C:22]([C:26]3[CH:31]=[CH:30][CH:29]=[CH:28][CH:27]=3)[O:23][C:24]=2[CH3:25])=[CH:14][CH:13]=1)=[O:11].Br[C:33]([CH3:42])([CH3:41])[C:34]([O:36]C(C)(C)C)=[O:35].C(=O)([O-])[O-].[K+].[K+].S([O-])([O-])(=O)=O.[Mg+2]. The catalyst is O.CN(C)C=O. The product is [CH3:9][O:8][C:6]1[CH:5]=[CH:4][C:3]([C:10](=[O:11])[C:12]2[CH:13]=[CH:14][C:15]([O:18][CH2:19][C:20]3[N:21]=[C:22]([C:26]4[CH:27]=[CH:28][CH:29]=[CH:30][CH:31]=4)[O:23][C:24]=3[CH3:25])=[CH:16][CH:17]=2)=[C:2]([CH:7]=1)[O:1][C:33]([CH3:42])([CH3:41])[C:34]([OH:36])=[O:35]. The yield is 0.720. (2) The reactants are C([O:8][CH2:9][C@H:10]([NH:22][C:23](=[O:40])[C@@H:24]([NH:30][C:31]1[O:32][C:33]2[CH:39]=[CH:38][CH:37]=[CH:36][C:34]=2[N:35]=1)[CH2:25][C:26]([CH3:29])([CH3:28])[CH3:27])[CH2:11][N:12]1[C:20]2[C:15](=[CH:16][C:17]([F:21])=[CH:18][CH:19]=2)[CH2:14][CH2:13]1)C1C=CC=CC=1.Cl.[H][H]. The catalyst is CO.O1CCOCC1.[Pd]. The product is [F:21][C:17]1[CH:16]=[C:15]2[C:20](=[CH:19][CH:18]=1)[N:12]([CH2:11][C@@H:10]([NH:22][C:23](=[O:40])[C@@H:24]([NH:30][C:31]1[O:32][C:33]3[CH:39]=[CH:38][CH:37]=[CH:36][C:34]=3[N:35]=1)[CH2:25][C:26]([CH3:29])([CH3:28])[CH3:27])[CH2:9][OH:8])[CH2:13][CH2:14]2. The yield is 0.470. (3) The reactants are Cl[C:2]1[N:7]=[CH:6][C:5]([S:8]([N:11]2[C:15]([C:16]3[CH:21]=[CH:20][CH:19]=[CH:18][C:17]=3[F:22])=[CH:14][C:13]([CH:23]=[O:24])=[CH:12]2)(=[O:10])=[O:9])=[CH:4][CH:3]=1.[CH3:25]B(O)O.C(=O)([O-])[O-].[K+].[K+].C(=O)([O-])O.[Na+]. The catalyst is C1C=CC([P]([Pd]([P](C2C=CC=CC=2)(C2C=CC=CC=2)C2C=CC=CC=2)([P](C2C=CC=CC=2)(C2C=CC=CC=2)C2C=CC=CC=2)[P](C2C=CC=CC=2)(C2C=CC=CC=2)C2C=CC=CC=2)(C2C=CC=CC=2)C2C=CC=CC=2)=CC=1.O1CCOCC1. The product is [F:22][C:17]1[CH:18]=[CH:19][CH:20]=[CH:21][C:16]=1[C:15]1[N:11]([S:8]([C:5]2[CH:6]=[N:7][C:2]([CH3:25])=[CH:3][CH:4]=2)(=[O:10])=[O:9])[CH:12]=[C:13]([CH:23]=[O:24])[CH:14]=1. The yield is 0.390. (4) The reactants are C([O:5][C:6]1[C:7]([CH2:12][N:13]2[CH2:18][CH2:17][C@H:16]([OH:19])[C@H:15]([CH2:20][O:21][C:22]3[CH:27]=[CH:26][CH:25]=[CH:24][C:23]=3[F:28])[CH2:14]2)=[N:8][CH:9]=[CH:10][N:11]=1)(C)(C)C.C(=O)(O)[O-].[Na+].ClCCl. The catalyst is C(OCC)(=O)C.Cl.C(OCC)(=O)C. The product is [F:28][C:23]1[CH:24]=[CH:25][CH:26]=[CH:27][C:22]=1[O:21][CH2:20][C@H:15]1[C@@H:16]([OH:19])[CH2:17][CH2:18][N:13]([CH2:12][C:7]2[C:6](=[O:5])[NH:11][CH:10]=[CH:9][N:8]=2)[CH2:14]1. The yield is 0.400.